Dataset: NCI-60 drug combinations with 297,098 pairs across 59 cell lines. Task: Regression. Given two drug SMILES strings and cell line genomic features, predict the synergy score measuring deviation from expected non-interaction effect. (1) Drug 1: C1=NC2=C(N1)C(=S)N=CN2. Drug 2: COC1=NC(=NC2=C1N=CN2C3C(C(C(O3)CO)O)O)N. Cell line: MALME-3M. Synergy scores: CSS=-2.85, Synergy_ZIP=-4.70, Synergy_Bliss=-10.9, Synergy_Loewe=-10.3, Synergy_HSA=-10.2. (2) Drug 1: CC1=C(C(CCC1)(C)C)C=CC(=CC=CC(=CC(=O)O)C)C. Drug 2: N.N.Cl[Pt+2]Cl. Cell line: HT29. Synergy scores: CSS=29.0, Synergy_ZIP=-7.21, Synergy_Bliss=1.64, Synergy_Loewe=0.331, Synergy_HSA=2.68. (3) Drug 1: CC1=C(C(CCC1)(C)C)C=CC(=CC=CC(=CC(=O)O)C)C. Drug 2: CCN(CC)CCCC(C)NC1=C2C=C(C=CC2=NC3=C1C=CC(=C3)Cl)OC. Cell line: RPMI-8226. Synergy scores: CSS=51.3, Synergy_ZIP=-5.10, Synergy_Bliss=-6.56, Synergy_Loewe=-5.31, Synergy_HSA=-1.88. (4) Drug 1: CCC1=C2CN3C(=CC4=C(C3=O)COC(=O)C4(CC)O)C2=NC5=C1C=C(C=C5)O. Drug 2: B(C(CC(C)C)NC(=O)C(CC1=CC=CC=C1)NC(=O)C2=NC=CN=C2)(O)O. Cell line: RXF 393. Synergy scores: CSS=20.3, Synergy_ZIP=-2.56, Synergy_Bliss=-1.07, Synergy_Loewe=-2.70, Synergy_HSA=0.0901. (5) Drug 1: C1CC(=O)NC(=O)C1N2CC3=C(C2=O)C=CC=C3N. Drug 2: CC1CCCC2(C(O2)CC(NC(=O)CC(C(C(=O)C(C1O)C)(C)C)O)C(=CC3=CSC(=N3)C)C)C. Cell line: HCT-15. Synergy scores: CSS=4.17, Synergy_ZIP=0.269, Synergy_Bliss=2.40, Synergy_Loewe=0.926, Synergy_HSA=0.926. (6) Drug 1: CC1OCC2C(O1)C(C(C(O2)OC3C4COC(=O)C4C(C5=CC6=C(C=C35)OCO6)C7=CC(=C(C(=C7)OC)O)OC)O)O. Drug 2: C1=NC2=C(N1)C(=S)N=C(N2)N. Cell line: MCF7. Synergy scores: CSS=35.3, Synergy_ZIP=-13.1, Synergy_Bliss=-8.04, Synergy_Loewe=-2.70, Synergy_HSA=-0.760. (7) Drug 1: C1=NC2=C(N1)C(=S)N=CN2. Drug 2: C1CNP(=O)(OC1)N(CCCl)CCCl. Cell line: HT29. Synergy scores: CSS=30.7, Synergy_ZIP=1.65, Synergy_Bliss=2.22, Synergy_Loewe=-31.7, Synergy_HSA=1.03. (8) Drug 1: CC1=C2C(C(=O)C3(C(CC4C(C3C(C(C2(C)C)(CC1OC(=O)C(C(C5=CC=CC=C5)NC(=O)OC(C)(C)C)O)O)OC(=O)C6=CC=CC=C6)(CO4)OC(=O)C)O)C)O. Drug 2: CCC1(C2=C(COC1=O)C(=O)N3CC4=CC5=C(C=CC(=C5CN(C)C)O)N=C4C3=C2)O.Cl. Cell line: HOP-92. Synergy scores: CSS=17.6, Synergy_ZIP=-2.10, Synergy_Bliss=-2.00, Synergy_Loewe=-8.06, Synergy_HSA=-2.02.